Predict the reactants needed to synthesize the given product. From a dataset of Full USPTO retrosynthesis dataset with 1.9M reactions from patents (1976-2016). Given the product [NH2:7][C:8]1[S:9][C:10]([C:34]2[CH:35]=[CH:36][CH:37]=[CH:38][CH:39]=2)=[CH:11][C:12]=1[C:13]([N:15]1[CH2:16][CH2:17][CH:18]([N:21]2[CH2:33][CH2:32][CH2:31][C:23]3([C:27](=[O:28])[O:26][C:25]([CH3:29])([CH3:30])[CH2:24]3)[CH2:22]2)[CH2:19][CH2:20]1)=[O:14], predict the reactants needed to synthesize it. The reactants are: C(OC(=O)[NH:7][C:8]1[S:9][C:10]([C:34]2[CH:39]=[CH:38][CH:37]=[CH:36][CH:35]=2)=[CH:11][C:12]=1[C:13]([N:15]1[CH2:20][CH2:19][CH:18]([N:21]2[CH2:33][CH2:32][CH2:31][C:23]3([C:27](=[O:28])[O:26][C:25]([CH3:30])([CH3:29])[CH2:24]3)[CH2:22]2)[CH2:17][CH2:16]1)=[O:14])(C)(C)C.C(=O)([O-])O.[Na+].